Dataset: Forward reaction prediction with 1.9M reactions from USPTO patents (1976-2016). Task: Predict the product of the given reaction. Given the reactants F[C:2]1[CH:7]=[CH:6][C:5]([CH:8]([O:10][CH3:11])[CH3:9])=[CH:4][C:3]=1[N+:12]([O-:14])=[O:13].[NH4+:15].[OH-].CCOC(C)=O.O, predict the reaction product. The product is: [CH3:11][O:10][CH:8]([C:5]1[CH:6]=[CH:7][C:2]([NH2:15])=[C:3]([N+:12]([O-:14])=[O:13])[CH:4]=1)[CH3:9].